Dataset: Full USPTO retrosynthesis dataset with 1.9M reactions from patents (1976-2016). Task: Predict the reactants needed to synthesize the given product. (1) Given the product [NH2:1][C:4]1[C:9]([CH:10]=[O:11])=[C:8]([O:12][CH3:13])[C:7]([O:14][CH3:15])=[C:6]([O:16][CH3:17])[CH:5]=1, predict the reactants needed to synthesize it. The reactants are: [N+:1]([C:4]1[C:9]([CH:10]=[O:11])=[C:8]([O:12][CH3:13])[C:7]([O:14][CH3:15])=[C:6]([O:16][CH3:17])[CH:5]=1)([O-])=O. (2) Given the product [Br:2][C:3]1[CH:4]=[CH:5][C:6]([O:7][CH2:8][CH:9]2[CH2:10][CH2:11][N:12]([CH2:28][CH:26]([OH:27])[CH2:23][CH2:24][CH3:25])[CH2:13][CH2:14]2)=[CH:15][CH:16]=1, predict the reactants needed to synthesize it. The reactants are: Cl.[Br:2][C:3]1[CH:16]=[CH:15][C:6]([O:7][CH2:8][CH:9]2[CH2:14][CH2:13][NH:12][CH2:11][CH2:10]2)=[CH:5][CH:4]=1.C([O-])([O-])=O.[K+].[K+].[CH2:23]([CH:26]1[CH2:28][O:27]1)[CH2:24][CH3:25].